From a dataset of Full USPTO retrosynthesis dataset with 1.9M reactions from patents (1976-2016). Predict the reactants needed to synthesize the given product. (1) The reactants are: [O:1]=[C:2]([CH2:13][CH2:14][CH2:15][CH2:16][CH2:17][CH2:18]CCC)/[C:3](/[NH:6][C:7](=[O:12])[O:8][CH2:9][CH:10]=[CH2:11])=[CH:4]/[CH3:5].CON(C)C(=O)/C(/NC(=O)OCC=C)=C/C. Given the product [O:1]=[C:2]([CH2:13][CH2:14][CH2:15][CH2:16][CH2:17][CH3:18])/[C:3](/[NH:6][C:7](=[O:12])[O:8][CH2:9][CH:10]=[CH2:11])=[CH:4]/[CH3:5], predict the reactants needed to synthesize it. (2) Given the product [Cl:11][C:12]1[CH:13]=[C:14]([CH2:18][CH2:19][CH:20]2[NH:10][CH2:9][CH2:8][N:3]3[C:2]([CH3:1])=[N:6][C:5]([CH3:7])=[C:4]23)[CH:15]=[CH:16][CH:17]=1, predict the reactants needed to synthesize it. The reactants are: [CH3:1][C:2]1[N:3]([CH2:8][CH2:9][NH2:10])[CH:4]=[C:5]([CH3:7])[N:6]=1.[Cl:11][C:12]1[CH:13]=[C:14]([CH2:18][CH2:19][CH:20]=O)[CH:15]=[CH:16][CH:17]=1. (3) Given the product [F:43][C:40]([F:41])([F:42])[C:39]1[C:34]([CH2:33][N:1]2[C:5]3=[N:6][CH:7]=[CH:8][CH:9]=[C:4]3[C:3]3([C:21]4[C:12](=[CH:13][C:14]5[O:19][CH2:18][CH2:17][O:16][C:15]=5[CH:20]=4)[O:11][CH2:10]3)[C:2]2=[O:22])=[N:35][CH:36]=[CH:37][CH:38]=1, predict the reactants needed to synthesize it. The reactants are: [NH:1]1[C:5]2=[N:6][CH:7]=[CH:8][CH:9]=[C:4]2[C:3]2([C:21]3[C:12](=[CH:13][C:14]4[O:19][CH2:18][CH2:17][O:16][C:15]=4[CH:20]=3)[O:11][CH2:10]2)[C:2]1=[O:22].C(=O)([O-])[O-].[Cs+].[Cs+].[I-].[K+].Cl.Cl[CH2:33][C:34]1[C:39]([C:40]([F:43])([F:42])[F:41])=[CH:38][CH:37]=[CH:36][N:35]=1. (4) Given the product [CH3:1][C:2]1([CH3:32])[CH2:3][O:4][C:5]([CH2:15][S:16][C@@H:17]([C:18](=[O:19])[N:20]2[C@@H:24]([C:25]3[CH:26]=[CH:27][CH:28]=[CH:29][CH:30]=3)[CH2:23][O:22][C:21]2=[O:31])[C@H:41]([C:42]2[CH:56]=[CH:55][C:45]([O:46][CH2:47][C:48]([O:50][C:51]([CH3:52])([CH3:53])[CH3:54])=[O:49])=[CH:44][CH:43]=2)[NH:40][C:37]2[CH:36]=[CH:35][C:34]([F:33])=[CH:39][CH:38]=2)([C:8]2[CH:13]=[CH:12][C:11]([CH3:14])=[CH:10][CH:9]=2)[O:6][CH2:7]1, predict the reactants needed to synthesize it. The reactants are: [CH3:1][C:2]1([CH3:32])[CH2:7][O:6][C:5]([CH2:15][S:16][CH2:17][C:18]([N:20]2[C@@H:24]([C:25]3[CH:30]=[CH:29][CH:28]=[CH:27][CH:26]=3)[CH2:23][O:22][C:21]2=[O:31])=[O:19])([C:8]2[CH:13]=[CH:12][C:11]([CH3:14])=[CH:10][CH:9]=2)[O:4][CH2:3]1.[F:33][C:34]1[CH:39]=[CH:38][C:37]([N:40]=[CH:41][C:42]2[CH:56]=[CH:55][C:45]([O:46][CH2:47][C:48]([O:50][C:51]([CH3:54])([CH3:53])[CH3:52])=[O:49])=[CH:44][CH:43]=2)=[CH:36][CH:35]=1.C(N(C(C)C)C(C)C)C.C(O)(C)C. (5) Given the product [CH2:1]([C:3]1[O:7][C:6]([C:8]2[O:12][C:11]3[CH:13]=[CH:14][CH:15]=[C:16]([O:17][CH2:22][C@H:23]4[O:25][CH2:24]4)[C:10]=3[CH:9]=2)=[N:5][CH:4]=1)[CH3:2], predict the reactants needed to synthesize it. The reactants are: [CH2:1]([C:3]1[O:7][C:6]([C:8]2[O:12][C:11]3[CH:13]=[CH:14][CH:15]=[C:16]([OH:17])[C:10]=3[CH:9]=2)=[N:5][CH:4]=1)[CH3:2].S(C1C=CC([N+]([O-])=O)=CC=1)(O[CH2:22][C@H:23]1[O:25][CH2:24]1)(=O)=O.C(=O)([O-])[O-].[K+].[K+]. (6) The reactants are: [C:1]([O:5][C:6]([N:8]([CH2:10][C:11]1[CH:12]=[C:13](C2C=CC=C(COC3C=CC=CC=3CC(OC)=O)C=2)[CH:14]=[CH:15][CH:16]=1)C)=[O:7])([CH3:4])([CH3:3])[CH3:2].Br[C:37]1[CH:38]=[C:39]([CH:56]=[CH:57][C:58]=1[C:59]#[N:60])[CH2:40][O:41][C:42]1[CH:47]=[CH:46][CH:45]=[CH:44][C:43]=1[CH2:48][C:49]([O:51][C:52]([CH3:55])([CH3:54])[CH3:53])=[O:50]. Given the product [C:1]([O:5][C:6]([NH:8][CH2:10][C:11]1[CH:16]=[C:15]([C:37]2[C:58]([C:59]#[N:60])=[CH:57][CH:56]=[C:39]([CH2:40][O:41][C:42]3[CH:47]=[CH:46][CH:45]=[CH:44][C:43]=3[CH2:48][C:49]([O:51][C:52]([CH3:55])([CH3:54])[CH3:53])=[O:50])[CH:38]=2)[CH:14]=[CH:13][CH:12]=1)=[O:7])([CH3:4])([CH3:2])[CH3:3], predict the reactants needed to synthesize it.